From a dataset of Reaction yield outcomes from USPTO patents with 853,638 reactions. Predict the reaction yield, written as a fraction of the theoretical maximum amount of product (1.0 means a 100% yield; for example, 0.34 means a 34% yield). (1) The reactants are [F:1][C:2]1[CH:7]=[C:6]([I:8])[CH:5]=[CH:4][C:3]=1[NH:9][C:10]1[N:11]([CH3:27])[C:12](=[O:26])[C:13]([CH3:25])=[CH:14][C:15]=1[C:16]([NH:18][O:19][CH2:20][CH2:21][O:22]C=C)=[O:17].FC1C=C(I)C=CC=1NC1N(C)C(=O)C(C)=CC=1C(OC)=O.C(OCCON)=C.C[Si]([N-][Si](C)(C)C)(C)C.[Li+].Cl.[OH-].[Na+]. The catalyst is C1COCC1.C(O)C.CCOC(C)=O.O. The product is [F:1][C:2]1[CH:7]=[C:6]([I:8])[CH:5]=[CH:4][C:3]=1[NH:9][C:10]1[N:11]([CH3:27])[C:12](=[O:26])[C:13]([CH3:25])=[CH:14][C:15]=1[C:16]([NH:18][O:19][CH2:20][CH2:21][OH:22])=[O:17]. The yield is 0.760. (2) The reactants are [C:1]([C:5]1[CH:6]=[C:7]2[C:12](=[C:13]([F:15])[CH:14]=1)[C:11](=[O:16])[N:10]([C:17]1[N:24]=[CH:23][CH:22]=[C:21]([C:25]3[CH:30]=[C:29]([NH:31][C:32]4[CH:37]=[CH:36][N:35]=[CH:34][N:33]=4)[C:28](=[O:38])[N:27]([CH3:39])[CH:26]=3)[C:18]=1[CH:19]=[O:20])[N:9]=[CH:8]2)([CH3:4])([CH3:3])[CH3:2].[BH4-].[Na+]. The catalyst is CO. The product is [C:1]([C:5]1[CH:6]=[C:7]2[C:12](=[C:13]([F:15])[CH:14]=1)[C:11](=[O:16])[N:10]([C:17]1[C:18]([CH2:19][OH:20])=[C:21]([C:25]3[CH:30]=[C:29]([NH:31][C:32]4[CH:37]=[CH:36][N:35]=[CH:34][N:33]=4)[C:28](=[O:38])[N:27]([CH3:39])[CH:26]=3)[CH:22]=[CH:23][N:24]=1)[N:9]=[CH:8]2)([CH3:4])([CH3:2])[CH3:3]. The yield is 0.710. (3) The reactants are [CH2:1]([O:8][C:9]1[CH:14]=[C:13]([F:15])[C:12]([F:16])=[CH:11][C:10]=1[NH:17]N)[C:2]1[CH:7]=[CH:6][CH:5]=[CH:4][CH:3]=1.[CH:19](=O)[CH:20]([CH3:22])[CH3:21].OS(O)(=O)=O.[BH4-].[Na+]. The catalyst is C(O)C.C(Cl)Cl.O.CO. The product is [CH2:1]([O:8][C:9]1[CH:14]=[C:13]([F:15])[C:12]([F:16])=[C:11]2[C:10]=1[NH:17][CH2:19][C:20]2([CH3:22])[CH3:21])[C:2]1[CH:7]=[CH:6][CH:5]=[CH:4][CH:3]=1. The yield is 0.350. (4) The reactants are [Br:1][C:2]1[CH:7]=[C:6]([N+:8]([O-:10])=[O:9])[C:5]([NH2:11])=[C:4]([O:12][CH3:13])[CH:3]=1.OS(O)(=O)=O.[CH3:19][C:20](O)=[O:21]. The catalyst is CC(OC(C)=O)=O. The product is [Br:1][C:2]1[CH:7]=[C:6]([N+:8]([O-:10])=[O:9])[C:5]([NH:11][C:20](=[O:21])[CH3:19])=[C:4]([O:12][CH3:13])[CH:3]=1. The yield is 0.750. (5) The reactants are [Na+].[C:2]([C:4]1[CH:5]=[C:6]([C:14]2[S:18][C:17]([C:19]3[C:20]([CH3:35])=[C:21]4[C:26](=[CH:27][CH:28]=3)[CH2:25][N:24]([CH2:29][CH2:30][CH2:31][C:32]([O-:34])=O)[CH2:23][CH2:22]4)=[N:16][N:15]=2)[CH:7]=[CH:8][C:9]=1[O:10][CH:11]([CH3:13])[CH3:12])#[N:3].C(O)(=O)C.[CH2:40]([N:42]1CCOCC1)C.ClC(OCC(C)C)=O.CN. The catalyst is O. The product is [C:2]([C:4]1[CH:5]=[C:6]([C:14]2[S:18][C:17]([C:19]3[C:20]([CH3:35])=[C:21]4[C:26](=[CH:27][CH:28]=3)[CH2:25][N:24]([CH2:29][CH2:30][CH2:31][C:32]([NH:42][CH3:40])=[O:34])[CH2:23][CH2:22]4)=[N:16][N:15]=2)[CH:7]=[CH:8][C:9]=1[O:10][CH:11]([CH3:12])[CH3:13])#[N:3]. The yield is 0.200. (6) The reactants are [NH2:1][C:2]1[CH:3]=[C:4]([C:8]2[N:13]=[C:12]([NH:14][CH2:15][C:16]3[CH:21]=[CH:20][CH:19]=[CH:18][N:17]=3)[C:11]3=[C:22]([C:25]4[CH:30]=[CH:29][CH:28]=[CH:27][CH:26]=4)[CH:23]=[CH:24][N:10]3[N:9]=2)[CH:5]=[N:6][CH:7]=1.N1C=CC=CC=1.Cl[C:38](=[O:43])[C:39]([O:41][CH3:42])=[O:40]. The catalyst is C(Cl)Cl. The product is [O:43]=[C:38]([NH:1][C:2]1[CH:7]=[N:6][CH:5]=[C:4]([C:8]2[N:13]=[C:12]([NH:14][CH2:15][C:16]3[CH:21]=[CH:20][CH:19]=[CH:18][N:17]=3)[C:11]3=[C:22]([C:25]4[CH:30]=[CH:29][CH:28]=[CH:27][CH:26]=4)[CH:23]=[CH:24][N:10]3[N:9]=2)[CH:3]=1)[C:39]([O:41][CH3:42])=[O:40]. The yield is 0.702.